Dataset: Reaction yield outcomes from USPTO patents with 853,638 reactions. Task: Predict the reaction yield, written as a fraction of the theoretical maximum amount of product (1.0 means a 100% yield; for example, 0.34 means a 34% yield). (1) The reactants are [C:1]([C:5]1[C:10]([N+:11]([O-])=O)=[CH:9][C:8]([OH:14])=[C:7]([Cl:15])[CH:6]=1)([CH3:4])([CH3:3])[CH3:2]. The catalyst is CO.[Ni]. The product is [C:1]([C:5]1[C:10]([NH2:11])=[CH:9][C:8]([OH:14])=[C:7]([Cl:15])[CH:6]=1)([CH3:4])([CH3:2])[CH3:3]. The yield is 0.780. (2) The reactants are FC(F)(F)C(O)=O.C(O[C:13]([N:15]1[CH2:21][CH2:20][CH:19]([NH:22][C:23](=[O:41])[C@@H:24]([NH:29][C:30]([C:32]2[O:33][C:34]3[CH:40]=[CH:39][CH:38]=[CH:37][C:35]=3[CH:36]=2)=[O:31])[CH2:25][CH:26]([CH3:28])[CH3:27])[CH:18]([OH:42])[CH2:17][N:16]1[C:43]([O:45][CH2:46][C:47]1[CH:52]=[CH:51][CH:50]=[CH:49][CH:48]=1)=[O:44])=O)(C)(C)C.C=O.[BH3-]C#N.[Na+]. The catalyst is C(Cl)Cl.CC(O)=O. The product is [CH2:46]([O:45][C:43]([N:16]1[CH2:17][CH:18]([OH:42])[CH:19]([NH:22][C:23](=[O:41])[C@@H:24]([NH:29][C:30]([C:32]2[O:33][C:34]3[CH:40]=[CH:39][CH:38]=[CH:37][C:35]=3[CH:36]=2)=[O:31])[CH2:25][CH:26]([CH3:28])[CH3:27])[CH2:20][CH2:21][N:15]1[CH3:13])=[O:44])[C:47]1[CH:48]=[CH:49][CH:50]=[CH:51][CH:52]=1. The yield is 0.960.